This data is from Full USPTO retrosynthesis dataset with 1.9M reactions from patents (1976-2016). The task is: Predict the reactants needed to synthesize the given product. (1) Given the product [CH3:3][C:4]1[C:13]([CH3:14])=[C:12]([O:15][C:32]([CH:34]2[CH2:36][CH2:35]2)=[O:31])[C:11]2[C:6](=[CH:7][C:8]([Cl:17])=[C:9]([F:16])[CH:10]=2)[N:5]=1.[CH3:39][C:41]1[C:50]([CH3:51])=[C:49]([O:52][C:53]([CH:55]2[CH2:57][CH2:56]2)=[O:54])[C:48]2[C:43](=[CH:44][CH:45]=[C:46]([F:59])[C:47]=2[Cl:17])[N:42]=1, predict the reactants needed to synthesize it. The reactants are: [H-].[Na+].[CH3:3][C:4]1[C:13]([CH3:14])=[C:12]([OH:15])[C:11]2[C:6](=[CH:7][C:8]([Cl:17])=[C:9]([F:16])[CH:10]=2)[N:5]=1.C(C1C(C)=C([O:31][C:32]([CH:34]2[CH2:36][CH2:35]2)=O)C2C(=CC(F)=C(F)C=2)N=1)C.[CH2:39]([C:41]1[C:50]([CH3:51])=[C:49]([O:52][C:53]([CH:55]2[CH2:57][CH2:56]2)=[O:54])[C:48]2[C:43](=[CH:44][CH:45]=[C:46]([F:59])[C:47]=2F)[N:42]=1)C. (2) Given the product [C:59]1([C:53]2[CH:54]=[CH:55][CH:56]=[CH:57][CH:58]=2)[CH:60]=[CH:61][C:62]([O:49][CH2:48][CH2:47][CH2:46][CH2:45][C:44]([C:41]2[CH:40]=[CH:39][C:38]([CH2:37][C@H:36]([O:50][CH3:51])[C:35]([OH:34])=[O:52])=[CH:43][CH:42]=2)=[O:22])=[CH:63][CH:64]=1, predict the reactants needed to synthesize it. The reactants are: C1(P(C2C=CC=CC=2)C2C=CC=CC=2)C=CC=CC=1.CC[O:22]C(/N=N/C(OCC)=O)=O.C([O:34][C:35](=[O:52])[C@@H:36]([O:50][CH3:51])[CH2:37][C:38]1[CH:43]=[CH:42][C:41]([C:44]#[C:45][CH2:46][CH2:47][CH2:48][OH:49])=[CH:40][CH:39]=1)C.[C:53]1([C:59]2[CH:64]=[CH:63][C:62](O)=[CH:61][CH:60]=2)[CH:58]=[CH:57][CH:56]=[CH:55][CH:54]=1. (3) The reactants are: [Li+].CC([N-]C(C)C)C.[C:9]([Si:13]([CH3:23])([CH3:22])[O:14][CH:15]1[CH2:20][CH2:19][C:18](=[O:21])[CH2:17][CH2:16]1)([CH3:12])([CH3:11])[CH3:10].N1C(=O)CC[C@H]1C(N([S:33]([C:36]([F:39])([F:38])[F:37])(=[O:35])=[O:34])[S:33]([C:36]([F:39])([F:38])[F:37])(=[O:35])=[O:34])=O. Given the product [C:9]([Si:13]([CH3:23])([CH3:22])[O:14][CH:15]1[CH2:20][CH2:19][C:18]([O:21][S:33]([C:36]([F:39])([F:38])[F:37])(=[O:35])=[O:34])=[CH:17][CH2:16]1)([CH3:12])([CH3:11])[CH3:10], predict the reactants needed to synthesize it. (4) Given the product [Cl:25][C:26]1[N:34]=[CH:33][N:32]=[C:31]2[C:27]=1[N:28]=[CH:29][N:30]2[CH:17]([CH2:18][CH2:19][CH2:20][CH2:21][CH2:22][CH3:23])[CH2:16][CH3:15], predict the reactants needed to synthesize it. The reactants are: N(C(OC(C)C)=O)=NC(OC(C)C)=O.[CH3:15][CH2:16][CH:17](O)[CH2:18][CH2:19][CH2:20][CH2:21][CH2:22][CH3:23].[Cl:25][C:26]1[N:34]=[CH:33][N:32]=[C:31]2[C:27]=1[N:28]=[CH:29][NH:30]2.C1(P(C2C=CC=CC=2)C2C=CC=CC=2)C=CC=CC=1.